Dataset: Forward reaction prediction with 1.9M reactions from USPTO patents (1976-2016). Task: Predict the product of the given reaction. (1) Given the reactants [NH2:1][C:2]1[O:6][N:5]=[C:4]([C:7]([CH3:11])([CH3:10])[C:8]#[N:9])[CH:3]=1.C(C1C=C(N[C:21](=[O:29])[O:22][C:23]2[CH:28]=[CH:27][CH:26]=[CH:25][CH:24]=2)ON=1)(C)C, predict the reaction product. The product is: [C:8]([C:7]([C:4]1[CH:3]=[C:2]([NH:1][C:21](=[O:29])[O:22][C:23]2[CH:28]=[CH:27][CH:26]=[CH:25][CH:24]=2)[O:6][N:5]=1)([CH3:11])[CH3:10])#[N:9]. (2) Given the reactants Cl.[Cl:2][C:3]1[CH:4]=[C:5]([NH:11][C:12]2[C:21]3[C:16](=[CH:17][CH:18]=[CH:19][CH:20]=3)[N:15]=[C:14]([CH2:22][Cl:23])[N:13]=2)[CH:6]=[CH:7][C:8]=1[O:9][CH3:10].Cl[C:25]1C2C(=CC=CC=2)N=C(CCl)N=1.ClC1C=C(N)C=CC=1OC.Cl.ClCC1N=C(N(C2C=CC(OC)=CC=2)C)C2C(=CC=CC=2)N=1, predict the reaction product. The product is: [Cl:2][C:3]1[CH:4]=[C:5]([N:11]([C:12]2[C:21]3[C:16](=[CH:17][CH:18]=[CH:19][CH:20]=3)[N:15]=[C:14]([CH2:22][Cl:23])[N:13]=2)[CH3:25])[CH:6]=[CH:7][C:8]=1[O:9][CH3:10].